Dataset: Blood-brain barrier permeability classification from the B3DB database. Task: Regression/Classification. Given a drug SMILES string, predict its absorption, distribution, metabolism, or excretion properties. Task type varies by dataset: regression for continuous measurements (e.g., permeability, clearance, half-life) or binary classification for categorical outcomes (e.g., BBB penetration, CYP inhibition). Dataset: b3db_classification. The result is 1 (penetrates BBB). The drug is FC(F)=CCl.